From a dataset of Reaction yield outcomes from USPTO patents with 853,638 reactions. Predict the reaction yield, written as a fraction of the theoretical maximum amount of product (1.0 means a 100% yield; for example, 0.34 means a 34% yield). (1) The reactants are [CH3:1][C:2]1[CH:7]=[CH:6][C:5]([C:8]2[O:12][CH:11]=[N:10][CH:9]=2)=[CH:4][CH:3]=1.C1C(=O)N([Br:20])C(=O)C1.C(OOC(=O)C1C=CC=CC=1)(=O)C1C=CC=CC=1. The catalyst is ClC(Cl)(Cl)Cl. The product is [Br:20][CH2:1][C:2]1[CH:3]=[CH:4][C:5]([C:8]2[O:12][CH:11]=[N:10][CH:9]=2)=[CH:6][CH:7]=1. The yield is 0.450. (2) The reactants are [OH:1][C:2]1[CH:7]=[CH:6][C:5](B(O)O)=[CH:4][CH:3]=1.[NH2:11][C:12]1[N:13]=[C:14]([N:23]2[CH2:28][CH2:27][N:26]([C:29](=[O:39])[CH2:30][O:31][C:32]3[CH:37]=[CH:36][C:35]([Cl:38])=[CH:34][CH:33]=3)[CH2:25][CH2:24]2)[C:15]2[N:21]=[C:20](Cl)[CH:19]=[CH:18][C:16]=2[N:17]=1. No catalyst specified. The product is [NH2:11][C:12]1[N:13]=[C:14]([N:23]2[CH2:24][CH2:25][N:26]([C:29](=[O:39])[CH2:30][O:31][C:32]3[CH:37]=[CH:36][C:35]([Cl:38])=[CH:34][CH:33]=3)[CH2:27][CH2:28]2)[C:15]2[N:21]=[C:20]([C:5]3[CH:6]=[CH:7][C:2]([OH:1])=[CH:3][CH:4]=3)[CH:19]=[CH:18][C:16]=2[N:17]=1. The yield is 1.00. (3) The reactants are [NH2:1][C:2]1[C:3]([N+:21]([O-])=O)=[C:4]([N:8]2[CH2:13][CH2:12][N:11]([C:14]([O:16][C:17]([CH3:20])([CH3:19])[CH3:18])=[O:15])[CH2:10][CH2:9]2)[CH:5]=[CH:6][CH:7]=1. The catalyst is [Pd].C(O)C. The product is [NH2:21][C:3]1[C:2]([NH2:1])=[CH:7][CH:6]=[CH:5][C:4]=1[N:8]1[CH2:13][CH2:12][N:11]([C:14]([O:16][C:17]([CH3:20])([CH3:19])[CH3:18])=[O:15])[CH2:10][CH2:9]1. The yield is 0.900.